From a dataset of Catalyst prediction with 721,799 reactions and 888 catalyst types from USPTO. Predict which catalyst facilitates the given reaction. (1) Reactant: [C:1]1([C@@H:7]2[NH:13][CH2:12][C:11]3[CH:14]=[CH:15][C:16]([C:18]([O:20][CH3:21])=[O:19])=[CH:17][C:10]=3[O:9][CH2:8]2)[CH:6]=[CH:5][CH:4]=[CH:3][CH:2]=1.C(Cl)Cl.CCN(CC)CC.[CH3:32][C:33]([CH3:38])([CH3:37])[C:34](Cl)=[O:35]. Product: [C:1]1([C@@H:7]2[N:13]([C:34](=[O:35])[C:33]([CH3:38])([CH3:37])[CH3:32])[CH2:12][C:11]3[CH:14]=[CH:15][C:16]([C:18]([O:20][CH3:21])=[O:19])=[CH:17][C:10]=3[O:9][CH2:8]2)[CH:2]=[CH:3][CH:4]=[CH:5][CH:6]=1. The catalyst class is: 6. (2) Reactant: [O:1]1[CH2:5][CH2:4][O:3][CH:2]1[C:6]1[CH:7]=[C:8]([NH:12][CH:13]=[C:14]([C:20]([O:22]CC)=O)[C:15]([O:17][CH2:18][CH3:19])=[O:16])[CH:9]=[CH:10][CH:11]=1.C1(OC2C=CC=CC=2)C=CC=CC=1. Product: [O:3]1[CH2:4][CH2:5][O:1][CH:2]1[C:6]1[CH:7]=[C:8]2[C:9]([C:20](=[O:22])[C:14]([C:15]([O:17][CH2:18][CH3:19])=[O:16])=[CH:13][NH:12]2)=[CH:10][CH:11]=1. The catalyst class is: 14. (3) Reactant: [CH:1]1([Mg]Br)[CH2:5][CH2:4][CH2:3][CH2:2]1.Br[CH2:9][C:10]1[C:34]([CH3:35])=[CH:33][C:13]2[N:14]=[C:15]3[C:20]([N:21]([CH2:22][CH2:23][CH2:24][CH2:25][CH2:26][CH2:27][C:28]([OH:30])=[O:29])[C:12]=2[CH:11]=1)=[N:19][C:18](=[O:31])[NH:17][C:16]3=[O:32]. Product: [CH:1]1([CH2:9][C:10]2[C:34]([CH3:35])=[CH:33][C:13]3[N:14]=[C:15]4[C:20]([N:21]([CH2:22][CH2:23][CH2:24][CH2:25][CH2:26][CH2:27][C:28]([OH:30])=[O:29])[C:12]=3[CH:11]=2)=[N:19][C:18](=[O:31])[NH:17][C:16]4=[O:32])[CH2:5][CH2:4][CH2:3][CH2:2]1. The catalyst class is: 356. (4) Reactant: C(OC(=O)[NH:7][C@@H:8]([CH2:27][C:28]1[C:36]2[C:31](=[CH:32][CH:33]=[CH:34][CH:35]=2)[NH:30][CH:29]=1)[CH2:9][O:10][C:11]1[CH:12]=[N:13][CH:14]=[C:15]([C:17]2[S:26][C:20]3=[CH:21][N:22]=[CH:23][C:24](Cl)=[C:19]3[CH:18]=2)[CH:16]=1)(C)(C)C.[CH2:38](N(CC)CC)[CH3:39]. Product: [CH2:38]([C:24]1[CH:23]=[N:22][CH:21]=[C:20]2[S:26][C:17]([C:15]3[CH:16]=[C:11]([O:10][CH2:9][C@@H:8]([NH2:7])[CH2:27][C:28]4[C:36]5[C:31](=[CH:32][CH:33]=[CH:34][CH:35]=5)[NH:30][CH:29]=4)[CH:12]=[N:13][CH:14]=3)=[CH:18][C:19]=12)[CH3:39]. The catalyst class is: 19. (5) Reactant: [CH2:1]([C:3]1[N:4]=[C:5]([C:8]2[CH:13]=[C:12]([F:14])[CH:11]=[CH:10][C:9]=2[N+:15]([O-])=O)[S:6][CH:7]=1)[CH3:2]. Product: [CH2:1]([C:3]1[N:4]=[C:5]([C:8]2[CH:13]=[C:12]([F:14])[CH:11]=[CH:10][C:9]=2[NH2:15])[S:6][CH:7]=1)[CH3:2]. The catalyst class is: 261. (6) Reactant: [CH2:1]([O:8][C:9]1[CH:14]=[CH:13][C:12]([NH:15][C:16]2[N:21]=[C:20](Cl)[N:19]=[C:18]([Cl:23])[N:17]=2)=[CH:11][C:10]=1[Cl:24])[C:2]1[CH:7]=[CH:6][CH:5]=[CH:4][CH:3]=1.[CH:25]1([NH2:32])[CH2:31][CH2:30][CH2:29][CH2:28][CH2:27][CH2:26]1.[OH-].[Na+].O. Product: [CH2:1]([O:8][C:9]1[CH:14]=[CH:13][C:12]([NH:15][C:16]2[N:21]=[C:20]([NH:32][CH:25]3[CH2:31][CH2:30][CH2:29][CH2:28][CH2:27][CH2:26]3)[N:19]=[C:18]([Cl:23])[N:17]=2)=[CH:11][C:10]=1[Cl:24])[C:2]1[CH:7]=[CH:6][CH:5]=[CH:4][CH:3]=1. The catalyst class is: 21.